Dataset: Catalyst prediction with 721,799 reactions and 888 catalyst types from USPTO. Task: Predict which catalyst facilitates the given reaction. (1) The catalyst class is: 3. Product: [F:33][C:3]([F:2])([F:32])[C:4]1[CH:9]=[C:8]([C:10]2[O:14][N:13]=[C:12]([C:15]3[CH:25]=[CH:24][C:18]4[CH2:19][CH2:20][N:21]([CH2:44][CH2:45][CH2:46][C:47]([O:49][CH2:50][CH3:51])=[O:48])[CH2:22][CH2:23][C:17]=4[CH:16]=3)[N:11]=2)[CH:7]=[CH:6][C:5]=1[C:26]1[CH:27]=[CH:28][CH:29]=[CH:30][CH:31]=1. Reactant: Cl.[F:2][C:3]([F:33])([F:32])[C:4]1[CH:9]=[C:8]([C:10]2[O:14][N:13]=[C:12]([C:15]3[CH:25]=[CH:24][C:18]4[CH2:19][CH2:20][NH:21][CH2:22][CH2:23][C:17]=4[CH:16]=3)[N:11]=2)[CH:7]=[CH:6][C:5]=1[C:26]1[CH:31]=[CH:30][CH:29]=[CH:28][CH:27]=1.CCN(C(C)C)C(C)C.Br[CH2:44][CH2:45][CH2:46][C:47]([O:49][CH2:50][CH3:51])=[O:48]. (2) Reactant: [CH2:1]([C:3]1[C:8](=[O:9])[N:7]2[N:10]=[CH:11][C:12]([C:13]([NH:15][NH:16][C:17](=[O:24])[C:18]3[CH:23]=[CH:22][CH:21]=[CH:20][N:19]=3)=O)=[C:6]2[NH:5][C:4]=1[CH3:25])[CH3:2].CN(C=O)C.CC1C=CC(S(Cl)(=O)=O)=CC=1.C(N(CC)CC)C. Product: [CH2:1]([C:3]1[C:8](=[O:9])[N:7]2[N:10]=[CH:11][C:12]([C:13]3[O:24][C:17]([C:18]4[CH:23]=[CH:22][CH:21]=[CH:20][N:19]=4)=[N:16][N:15]=3)=[C:6]2[NH:5][C:4]=1[CH3:25])[CH3:2]. The catalyst class is: 4. (3) Reactant: [CH2:1]1[C:7]2[CH:8]=[CH:9][CH:10]=[CH:11][C:6]=2[CH2:5][CH2:4][N:3]([C:12](=[O:17])[C:13]([F:16])([F:15])[F:14])[CH2:2]1.[C:18](Cl)(=[O:20])[CH3:19].[Cl-].[Al+3].[Cl-].[Cl-]. Product: [C:18]([C:9]1[CH:10]=[CH:11][C:6]2[CH2:5][CH2:4][N:3]([C:12](=[O:17])[C:13]([F:16])([F:14])[F:15])[CH2:2][CH2:1][C:7]=2[CH:8]=1)(=[O:20])[CH3:19]. The catalyst class is: 4. (4) Reactant: [CH3:1][O:2][C:3]1[CH:4]=[C:5]2[C:10](=[CH:11][C:12]=1[O:13][CH3:14])[N:9]=[CH:8][N:7]=[C:6]2[N:15]1[CH2:20][CH2:19][C:18]2[N:21](COCC[Si](C)(C)C)[N:22]=[C:23]([C:24]([OH:27])([CH3:26])[CH3:25])[C:17]=2[CH2:16]1.Cl. Product: [CH3:1][O:2][C:3]1[CH:4]=[C:5]2[C:10](=[CH:11][C:12]=1[O:13][CH3:14])[N:9]=[CH:8][N:7]=[C:6]2[N:15]1[CH2:20][CH2:19][C:18]2[NH:21][N:22]=[C:23]([C:24]([OH:27])([CH3:25])[CH3:26])[C:17]=2[CH2:16]1. The catalyst class is: 7. (5) Reactant: COC1C=CC(C[N:8]2[CH2:12][C@H:11]([O:13][CH2:14][CH:15]=[CH2:16])[CH2:10][C@@H:9]2[C@@H:17]([OH:54])[C@@H:18]([NH:28][C:29](=[O:53])[C@@H:30]([N:39]2[CH2:43][CH2:42][C@:41]([NH:48][C:49](=[O:51])[CH3:50])([CH2:44][CH:45]([CH3:47])[CH3:46])[C:40]2=[O:52])[CH2:31][CH2:32][C:33]2[CH:38]=[CH:37][CH:36]=[CH:35][CH:34]=2)[CH2:19][C:20]2[CH:25]=[C:24]([F:26])[CH:23]=[C:22]([F:27])[CH:21]=2)=CC=1. Product: [C:49]([NH:48][C@:41]1([CH2:44][CH:45]([CH3:46])[CH3:47])[CH2:42][CH2:43][N:39]([C@@H:30]([CH2:31][CH2:32][C:33]2[CH:34]=[CH:35][CH:36]=[CH:37][CH:38]=2)[C:29]([NH:28][C@@H:18]([CH2:19][C:20]2[CH:21]=[C:22]([F:27])[CH:23]=[C:24]([F:26])[CH:25]=2)[C@H:17]([OH:54])[C@H:9]2[CH2:10][C@@H:11]([O:13][CH2:14][CH2:15][CH3:16])[CH2:12][NH:8]2)=[O:53])[C:40]1=[O:52])(=[O:51])[CH3:50]. The catalyst class is: 105. (6) Reactant: [Br:1][CH2:2][C@@H:3]([C:5]1[CH:6]=[CH:7][C:8]2[O:13][C:12]([CH3:15])([CH3:14])[O:11][CH2:10][C:9]=2[CH:16]=1)[OH:4].N1C=CN=C1.[Si:22](Cl)([C:25]([CH3:28])([CH3:27])[CH3:26])([CH3:24])[CH3:23]. Product: [Br:1][CH2:2][C@@H:3]([C:5]1[CH:6]=[CH:7][C:8]2[O:13][C:12]([CH3:14])([CH3:15])[O:11][CH2:10][C:9]=2[CH:16]=1)[O:4][Si:22]([C:25]([CH3:28])([CH3:27])[CH3:26])([CH3:24])[CH3:23]. The catalyst class is: 3.